Predict the reaction yield, written as a fraction of the theoretical maximum amount of product (1.0 means a 100% yield; for example, 0.34 means a 34% yield). From a dataset of Reaction yield outcomes from USPTO patents with 853,638 reactions. (1) The reactants are [C:1]([C:5]1[CH:9]=[C:8]([C:10]([O:12]CC)=[O:11])[N:7]([CH2:15][CH2:16][N:17]([CH3:19])[CH3:18])[N:6]=1)([CH3:4])([CH3:3])[CH3:2].[Li+].[OH-]. The catalyst is C1COCC1. The product is [C:1]([C:5]1[CH:9]=[C:8]([C:10]([OH:12])=[O:11])[N:7]([CH2:15][CH2:16][N:17]([CH3:19])[CH3:18])[N:6]=1)([CH3:4])([CH3:2])[CH3:3]. The yield is 0.290. (2) The reactants are C(C1C=C2C(=C(F)C=1)C(=O)N(C1C=CC=C(C3C=[C:27]([NH:29][C:30]4C=CC(C(N5CCC(O)C5)=O)=C[N:31]=4)[C:26](=O)[N:25]([CH3:45])N=3)C=1CO)N=C2)(C)(C)C.Br[C:49]1[C:50](=[O:57])[N:51]([CH3:56])[N:52]=[C:53]([Cl:55])[CH:54]=1.[C:58](=O)([O-])[O-].[Cs+].[Cs+].C1(P(C2C=CC=CC=2)C2C3OC4C(=CC=CC=4P(C4C=CC=CC=4)C4C=CC=CC=4)C(C)(C)C=3C=CC=2)C=CC=CC=1.[O:106]1[CH2:111][CH2:110][O:109][CH2:108][CH2:107]1. The catalyst is ClCCl.O.C1C=CC(/C=C/C(/C=C/C2C=CC=CC=2)=O)=CC=1.C1C=CC(/C=C/C(/C=C/C2C=CC=CC=2)=O)=CC=1.C1C=CC(/C=C/C(/C=C/C2C=CC=CC=2)=O)=CC=1.[Pd].[Pd]. The product is [Cl:55][C:53]1[CH:54]=[C:49]([NH:31][C:30]2[CH:45]=[N:25][C:26]([C@H:111]3[CH2:110][O:109][C:108]([CH3:107])([CH3:58])[O:106]3)=[CH:27][N:29]=2)[C:50](=[O:57])[N:51]([CH3:56])[N:52]=1. The yield is 0.500. (3) The reactants are C[O:2][C:3](=[O:13])[C:4]1[CH:9]=[CH:8][C:7]([O:10][CH3:11])=[CH:6][C:5]=1[Cl:12].[Li+].[OH-].Cl. The catalyst is C1COCC1.CO.O.O. The product is [Cl:12][C:5]1[CH:6]=[C:7]([O:10][CH3:11])[CH:8]=[CH:9][C:4]=1[C:3]([OH:13])=[O:2]. The yield is 0.980. (4) The reactants are [CH3:1][NH:2][CH2:3][CH2:4][N:5]1[CH2:10][CH2:9][S:8][C:7]2[CH:11]=[C:12]([N+:15]([O-:17])=[O:16])[CH:13]=[CH:14][C:6]1=2.C(N(CC)CC)C.[C:25](O[C:25]([O:27][C:28]([CH3:31])([CH3:30])[CH3:29])=[O:26])([O:27][C:28]([CH3:31])([CH3:30])[CH3:29])=[O:26]. The catalyst is O1CCOCC1.O. The product is [CH3:1][N:2]([CH2:3][CH2:4][N:5]1[CH2:10][CH2:9][S:8][C:7]2[CH:11]=[C:12]([N+:15]([O-:17])=[O:16])[CH:13]=[CH:14][C:6]1=2)[C:25](=[O:26])[O:27][C:28]([CH3:31])([CH3:30])[CH3:29]. The yield is 0.670. (5) The reactants are [F:1][C:2]1[CH:7]=[CH:6][C:5]([C:8]2[C:9](=[O:33])[N:10]3[CH2:25][CH:24]([O:26]C(=O)C(C)(C)C)[CH2:23][N:11]3[C:12]=2[C:13]2[CH:18]=[CH:17][N:16]=[C:15](S(C)(=O)=O)[N:14]=2)=[CH:4][CH:3]=1.[C:34]1([O-:40])[CH:39]=[CH:38][CH:37]=[CH:36][CH:35]=1.[Na+]. The catalyst is C1COCC1. The product is [F:1][C:2]1[CH:7]=[CH:6][C:5]([C:8]2[C:9](=[O:33])[N:10]3[CH2:25][CH:24]([OH:26])[CH2:23][N:11]3[C:12]=2[C:13]2[CH:18]=[CH:17][N:16]=[C:15]([O:40][C:34]3[CH:39]=[CH:38][CH:37]=[CH:36][CH:35]=3)[N:14]=2)=[CH:4][CH:3]=1. The yield is 0.210.